From a dataset of Forward reaction prediction with 1.9M reactions from USPTO patents (1976-2016). Predict the product of the given reaction. (1) Given the reactants Br[C:2]1[CH:7]=[CH:6][C:5](/[CH:8]=[CH:9]/[C:10]2[NH:11][CH:12]=[C:13]([C:15]3[CH:20]=[CH:19][C:18]([Cl:21])=[CH:17][C:16]=3[Cl:22])[N:14]=2)=[CH:4][CH:3]=1.[O:23]1[C:28]2[CH:29]=[CH:30][C:31](B(O)O)=[CH:32][C:27]=2[O:26][CH2:25][CH2:24]1, predict the reaction product. The product is: [Cl:22][C:16]1[CH:17]=[C:18]([Cl:21])[CH:19]=[CH:20][C:15]=1[C:13]1[N:14]=[C:10](/[CH:9]=[CH:8]/[C:5]2[CH:6]=[CH:7][C:2]([C:31]3[CH:30]=[CH:29][C:28]4[O:23][CH2:24][CH2:25][O:26][C:27]=4[CH:32]=3)=[CH:3][CH:4]=2)[NH:11][CH:12]=1. (2) Given the reactants [NH:1]1[C:9]2[C:4](=[CH:5][CH:6]=[CH:7][CH:8]=2)[C:3]([CH2:10][CH2:11][C:12]([OH:14])=O)=[CH:2]1.[NH2:15][C:16]1[CH:17]=[C:18]([CH:22]=[CH:23][CH:24]=1)[C:19]([NH2:21])=[O:20].C1CN([P+](ON2N=NC3C=CC=CC2=3)(N2CCCC2)N2CCCC2)CC1.F[P-](F)(F)(F)(F)F.CCN(C(C)C)C(C)C, predict the reaction product. The product is: [NH:1]1[C:9]2[C:4](=[CH:5][CH:6]=[CH:7][CH:8]=2)[C:3]([CH2:10][CH2:11][C:12]([NH:15][C:16]2[CH:17]=[C:18]([CH:22]=[CH:23][CH:24]=2)[C:19]([NH2:21])=[O:20])=[O:14])=[CH:2]1. (3) Given the reactants [NH2:1][C:2]1[C:7]([CH2:8][O:9][CH2:10][C:11](OC)=[O:12])=[CH:6][C:5]([Br:15])=[CH:4][N:3]=1.C1COCC1.CO.[BH4-].[Na+], predict the reaction product. The product is: [NH2:1][C:2]1[C:7]([CH2:8][O:9][CH2:10][CH2:11][OH:12])=[CH:6][C:5]([Br:15])=[CH:4][N:3]=1. (4) Given the reactants [NH2:1][C:2]1[CH:7]=[C:6]([Br:8])[CH:5]=[C:4]([F:9])[C:3]=1[OH:10].C(=O)(O)[O-].[Na+].Cl[CH2:17][C:18](Cl)=[O:19], predict the reaction product. The product is: [Br:8][C:6]1[CH:5]=[C:4]([F:9])[C:3]2[O:10][CH2:17][C:18](=[O:19])[NH:1][C:2]=2[CH:7]=1. (5) Given the reactants Cl.[CH3:2][CH:3]([CH2:7][CH2:8][N:9]1[CH2:14][CH2:13][CH2:12][CH2:11][CH2:10]1)[C:4]([OH:6])=O.C(Cl)(=O)C(Cl)=O.C(OC([N:28]1[C:32]([NH2:33])=[C:31]([F:34])[C:30]([C:35]2[CH:36]=[N:37][C:38]([CH3:41])=[CH:39][CH:40]=2)=[N:29]1)=O)(C)(C)C.Cl, predict the reaction product. The product is: [F:34][C:31]1[C:32]([NH:33][C:4](=[O:6])[CH:3]([CH3:2])[CH2:7][CH2:8][N:9]2[CH2:14][CH2:13][CH2:12][CH2:11][CH2:10]2)=[N:28][NH:29][C:30]=1[C:35]1[CH:36]=[N:37][C:38]([CH3:41])=[CH:39][CH:40]=1. (6) Given the reactants [NH2:1][C:2]1[CH:3]=[CH:4][C:5]2[C:11]([CH3:13])([CH3:12])[CH2:10][CH2:9][C:8](=[O:14])[N:7]([CH2:15][CH3:16])[C:6]=2[CH:17]=1.Cl[C:19]1[N:24]=[C:23]([NH:25][C:26]2[CH:31]=[CH:30][CH:29]=[CH:28][C:27]=2[S:32]([N:35]([CH3:37])[CH3:36])(=[O:34])=[O:33])[C:22]([Cl:38])=[CH:21][N:20]=1, predict the reaction product. The product is: [Cl:38][C:22]1[C:23]([NH:25][C:26]2[CH:31]=[CH:30][CH:29]=[CH:28][C:27]=2[S:32]([N:35]([CH3:37])[CH3:36])(=[O:34])=[O:33])=[N:24][C:19]([NH:1][C:2]2[CH:3]=[CH:4][C:5]3[C:11]([CH3:12])([CH3:13])[CH2:10][CH2:9][C:8](=[O:14])[N:7]([CH2:15][CH3:16])[C:6]=3[CH:17]=2)=[N:20][CH:21]=1. (7) The product is: [F:16][C:5]1[CH:6]=[C:7]([O:13][CH3:14])[CH:8]=[CH:9][C:4]=1[C:1]1([CH3:2])[O:3][CH2:17][CH2:18][O:19]1. Given the reactants [C:1]([C:4]1[C:5]([F:16])=[C:6](N)[C:7]([O:13][CH3:14])=[CH:8][C:9]=1OCC)(=[O:3])[CH3:2].[CH3:17][C:18](C1C=CC(OC)=CC=1F)=[O:19].C(O)CO.C1(C)C=CC(S(O)(=O)=O)=CC=1, predict the reaction product.